Task: Predict which catalyst facilitates the given reaction.. Dataset: Catalyst prediction with 721,799 reactions and 888 catalyst types from USPTO (1) Reactant: F[P-](F)(F)(F)(F)F.N1(O[P+](N(C)C)(N(C)C)N(C)C)C2C=CC=CC=2N=N1.[CH3:28][O:29][C:30]1[CH:31]=[C:32]2[C:36](=[CH:37][CH:38]=1)[NH:35][C:34]([C:39]([OH:41])=O)=[CH:33]2.CCN(C(C)C)C(C)C.[NH2:51][C:52]([CH3:56])([CH3:55])[CH2:53][OH:54].Cl. Product: [OH:54][CH2:53][C:52]([NH:51][C:39]([C:34]1[NH:35][C:36]2[C:32]([CH:33]=1)=[CH:31][C:30]([O:29][CH3:28])=[CH:38][CH:37]=2)=[O:41])([CH3:56])[CH3:55]. The catalyst class is: 3. (2) Reactant: [OH:1][C:2]1[CH:3]=[C:4]([CH:7]=[CH:8][C:9]=1[OH:10])[CH:5]=[O:6].[H-].[Na+].I[CH2:14][CH2:15][CH3:16]. Product: [OH:10][C:9]1[CH:8]=[CH:7][C:4]([CH:5]=[O:6])=[CH:3][C:2]=1[O:1][CH2:14][CH2:15][CH3:16]. The catalyst class is: 39. (3) Reactant: Cl[C:2]1[C:3]2[C:4](=[CH:14][N:15](CC3C=CC(OC)=CC=3)[N:16]=2)[N:5]=[C:6]([C:8]2[CH:13]=[CH:12][CH:11]=[CH:10][CH:9]=2)[N:7]=1.[NH:26]1[CH:30]=[CH:29][C:28]([NH2:31])=[N:27]1.Cl. Product: [C:8]1([C:6]2[N:7]=[C:2]([NH:31][C:28]3[CH:29]=[CH:30][NH:26][N:27]=3)[C:3]3[NH:16][N:15]=[CH:14][C:4]=3[N:5]=2)[CH:9]=[CH:10][CH:11]=[CH:12][CH:13]=1. The catalyst class is: 71. (4) Reactant: [CH2:1]1[C:10]2[C:5](=[CH:6][CH:7]=[CH:8][CH:9]=2)[CH2:4][CH2:3][NH:2]1.F[C:12]1[C:17]([N+:18]([O-:20])=[O:19])=[CH:16][CH:15]=[C:14]([F:21])[N:13]=1. Product: [F:21][C:14]1[N:13]=[C:12]([N:2]2[CH2:3][CH2:4][C:5]3[C:10](=[CH:9][CH:8]=[CH:7][CH:6]=3)[CH2:1]2)[C:17]([N+:18]([O-:20])=[O:19])=[CH:16][CH:15]=1. The catalyst class is: 11. (5) Reactant: [Cl:1][C:2]1[N:10]=[C:9]2[C:5]([N:6]=[CH:7][N:8]2[CH:11]([CH3:13])[CH3:12])=[C:4](Cl)[N:3]=1.[N:15]1[CH:20]=[CH:19][CH:18]=[C:17]([CH2:21][NH2:22])[CH:16]=1.CCN(CC)CC. Product: [Cl:1][C:2]1[N:10]=[C:9]2[C:5]([N:6]=[CH:7][N:8]2[CH:11]([CH3:13])[CH3:12])=[C:4]([NH:22][CH2:21][C:17]2[CH:16]=[N:15][CH:20]=[CH:19][CH:18]=2)[N:3]=1. The catalyst class is: 114. (6) Reactant: [CH3:1][O:2][C:3]([C:5]1[C:10]([NH2:11])=[N:9][CH:8]=[C:7]([C:12]2[CH:17]=[CH:16][C:15]([F:18])=[CH:14][CH:13]=2)[N:6]=1)=[O:4].[F:19][C:20]1[CH:25]=[C:24]([F:26])[CH:23]=[C:22]([F:27])[C:21]=1[CH2:28][C:29](Cl)=[O:30].O. Product: [CH3:1][O:2][C:3]([C:5]1[C:10]([NH:11][C:29](=[O:30])[CH2:28][C:21]2[C:22]([F:27])=[CH:23][C:24]([F:26])=[CH:25][C:20]=2[F:19])=[N:9][CH:8]=[C:7]([C:12]2[CH:17]=[CH:16][C:15]([F:18])=[CH:14][CH:13]=2)[N:6]=1)=[O:4]. The catalyst class is: 11.